This data is from Full USPTO retrosynthesis dataset with 1.9M reactions from patents (1976-2016). The task is: Predict the reactants needed to synthesize the given product. Given the product [Br:25][C:26]1[CH:32]=[C:31]([C:33]([F:42])([C:38]([F:39])([F:40])[F:41])[C:34]([F:37])([F:36])[F:35])[CH:30]=[C:29]([Cl:43])[C:27]=1[NH:28][C:4](=[O:6])[C:3]1[CH:7]=[CH:8][CH:9]=[C:10]([N+:11]([O-:13])=[O:12])[C:2]=1[F:1], predict the reactants needed to synthesize it. The reactants are: [F:1][C:2]1[C:10]([N+:11]([O-:13])=[O:12])=[CH:9][CH:8]=[CH:7][C:3]=1[C:4]([OH:6])=O.CN(C)C=O.C(Cl)(=O)C(Cl)=O.[Br:25][C:26]1[CH:32]=[C:31]([C:33]([F:42])([C:38]([F:41])([F:40])[F:39])[C:34]([F:37])([F:36])[F:35])[CH:30]=[C:29]([Cl:43])[C:27]=1[NH2:28].C(N(CC)CC)C.[OH-].[Na+].C(=O)([O-])O.[Na+].